This data is from hERG Central: cardiac toxicity at 1µM, 10µM, and general inhibition. The task is: Predict hERG channel inhibition at various concentrations. The drug is CC1CCCCN1C(=O)c1ccc(COc2ccc([N+](=O)[O-])cc2)o1. Results: hERG_inhib (hERG inhibition (general)): blocker.